From a dataset of Peptide-MHC class II binding affinity with 134,281 pairs from IEDB. Regression. Given a peptide amino acid sequence and an MHC pseudo amino acid sequence, predict their binding affinity value. This is MHC class II binding data. (1) The peptide sequence is AKIVTAETQNSSFII. The MHC is DRB1_1101 with pseudo-sequence DRB1_1101. The binding affinity (normalized) is 0.0764. (2) The peptide sequence is GELQIVAKIDAAFKI. The MHC is DRB1_0401 with pseudo-sequence DRB1_0401. The binding affinity (normalized) is 0.601. (3) The peptide sequence is SGDLELSWNLNGLQAY. The MHC is HLA-DQA10301-DQB10302 with pseudo-sequence HLA-DQA10301-DQB10302. The binding affinity (normalized) is 0.390. (4) The binding affinity (normalized) is 0.642. The peptide sequence is AFKVAATAALAAPAN. The MHC is HLA-DPA10103-DPB10301 with pseudo-sequence HLA-DPA10103-DPB10301. (5) The peptide sequence is GELQIVDKIDEAFKI. The MHC is DRB1_0701 with pseudo-sequence DRB1_0701. The binding affinity (normalized) is 0.542.